Task: Predict the reaction yield, written as a fraction of the theoretical maximum amount of product (1.0 means a 100% yield; for example, 0.34 means a 34% yield).. Dataset: Reaction yield outcomes from USPTO patents with 853,638 reactions (1) The reactants are [N:1]1[CH:6]=[CH:5][C:4]([N:7]2[CH2:12][CH2:11][CH:10]([CH2:13][NH2:14])[CH2:9][CH2:8]2)=[CH:3][CH:2]=1.C(=O)([O-])[O-].[K+].[K+].F[C:22]1[CH:31]=[CH:30][C:29]([N+:32]([O-:34])=[O:33])=[CH:28][C:23]=1[C:24]([O:26][CH3:27])=[O:25]. The catalyst is CS(C)=O.CCOC(C)=O. The product is [N+:32]([C:29]1[CH:30]=[CH:31][C:22]([NH:14][CH2:13][CH:10]2[CH2:9][CH2:8][N:7]([C:4]3[CH:5]=[CH:6][N:1]=[CH:2][CH:3]=3)[CH2:12][CH2:11]2)=[C:23]([CH:28]=1)[C:24]([O:26][CH3:27])=[O:25])([O-:34])=[O:33]. The yield is 0.420. (2) The reactants are [CH:1]1[CH:6]=[CH:5][C:4]([P:7]([C:14]2[CH:19]=[CH:18][CH:17]=[CH:16][CH:15]=2)[C:8]2[CH:13]=[CH:12][CH:11]=[CH:10][CH:9]=2)=[CH:3][CH:2]=1.[Br:20][CH2:21][C:22]#[N:23]. The catalyst is CCOCC. The product is [Br-:20].[C:22]([CH2:21][P+:7]([C:4]1[CH:3]=[CH:2][CH:1]=[CH:6][CH:5]=1)([C:14]1[CH:19]=[CH:18][CH:17]=[CH:16][CH:15]=1)[C:8]1[CH:13]=[CH:12][CH:11]=[CH:10][CH:9]=1)#[N:23]. The yield is 0.460. (3) The reactants are [Cl-].O[NH3+:3].[C:4](=[O:7])([O-])[OH:5].[Na+].CS(C)=O.[O:13]1[C:17]2[CH:18]=[CH:19][C:20]([N:22]3[C:27](=[O:28])[C:26]([CH2:29][C:30]4[CH:35]=[CH:34][C:33]([C:36]5[C:37]([C:42]#[N:43])=[CH:38][CH:39]=[CH:40][CH:41]=5)=[CH:32][CH:31]=4)=[C:25]([CH2:44][CH2:45][CH3:46])[N:24]=[C:23]3[CH2:47][CH3:48])=[CH:21][C:16]=2[CH2:15][CH2:14]1. The catalyst is C(OCC)(=O)C. The product is [O:13]1[C:17]2[CH:18]=[CH:19][C:20]([N:22]3[C:27](=[O:28])[C:26]([CH2:29][C:30]4[CH:35]=[CH:34][C:33]([C:36]5[CH:41]=[CH:40][CH:39]=[CH:38][C:37]=5[C:42]5[NH:3][C:4](=[O:7])[O:5][N:43]=5)=[CH:32][CH:31]=4)=[C:25]([CH2:44][CH2:45][CH3:46])[N:24]=[C:23]3[CH2:47][CH3:48])=[CH:21][C:16]=2[CH2:15][CH2:14]1. The yield is 0.480. (4) The reactants are Cl[C:2]1[N:7]=[C:6]([CH3:8])[C:5]([CH:9]([CH2:14][CH2:15][CH3:16])[C:10]([O:12][CH3:13])=[O:11])=[C:4]([C:17]2[CH:22]=[CH:21][C:20]([CH3:23])=[CH:19][CH:18]=2)[N:3]=1.[F:24][C:25]1[CH:30]=[CH:29][CH:28]=[CH:27][C:26]=1B(O)O.C(N(CC)C(C)C)(C)C. The catalyst is COCCOC.O.C1C=CC([P]([Pd]([P](C2C=CC=CC=2)(C2C=CC=CC=2)C2C=CC=CC=2)([P](C2C=CC=CC=2)(C2C=CC=CC=2)C2C=CC=CC=2)[P](C2C=CC=CC=2)(C2C=CC=CC=2)C2C=CC=CC=2)(C2C=CC=CC=2)C2C=CC=CC=2)=CC=1. The product is [F:24][C:25]1[CH:30]=[CH:29][CH:28]=[CH:27][C:26]=1[C:2]1[N:7]=[C:6]([CH3:8])[C:5]([CH:9]([CH2:14][CH2:15][CH3:16])[C:10]([O:12][CH3:13])=[O:11])=[C:4]([C:17]2[CH:22]=[CH:21][C:20]([CH3:23])=[CH:19][CH:18]=2)[N:3]=1. The yield is 0.410. (5) The reactants are [Cl:1][C:2]1[N:7]=[CH:6][C:5]2[N:8]=[N:9][NH:10][C:4]=2[CH:3]=1.CCN(C(C)C)C(C)C.[CH3:20][Si:21]([CH2:24][CH2:25][O:26][CH2:27]Cl)([CH3:23])[CH3:22]. The catalyst is CN(C=O)C. The product is [Cl:1][C:2]1[N:7]=[CH:6][C:5]2[N:8]=[N:9][N:10]([CH2:27][O:26][CH2:25][CH2:24][Si:21]([CH3:23])([CH3:22])[CH3:20])[C:4]=2[CH:3]=1. The yield is 0.610. (6) The reactants are [Cl:1][C:2]1[CH:7]=[C:6]([Cl:8])[CH:5]=[CH:4][C:3]=1[C:9]1[C:14]([CH2:15][OH:16])=[CH:13][N:12]=[C:11]([NH:17][CH2:18][CH2:19][NH:20]C(OC(C)(C)C)=O)[N:10]=1. The catalyst is FC(F)(F)C(O)=O. The product is [NH2:20][CH2:19][CH2:18][NH:17][C:11]1[N:10]=[C:9]([C:3]2[CH:4]=[CH:5][C:6]([Cl:8])=[CH:7][C:2]=2[Cl:1])[C:14]([CH2:15][OH:16])=[CH:13][N:12]=1. The yield is 1.00. (7) The reactants are [N+:1]([C:4]1[CH:9]=[CH:8][C:7]([C:10]2[N:11]=[CH:12][NH:13][CH:14]=2)=[CH:6][CH:5]=1)([O-:3])=[O:2].[H-].[Na+].[CH3:17][Si:18]([CH2:21][CH2:22][O:23][CH2:24]Cl)([CH3:20])[CH3:19]. No catalyst specified. The product is [N+:1]([C:4]1[CH:5]=[CH:6][C:7]([C:10]2[N:11]([CH2:24][O:23][CH2:22][CH2:21][Si:18]([CH3:20])([CH3:19])[CH3:17])[CH:12]=[N:13][CH:14]=2)=[CH:8][CH:9]=1)([O-:3])=[O:2]. The yield is 0.650.